Dataset: NCI-60 drug combinations with 297,098 pairs across 59 cell lines. Task: Regression. Given two drug SMILES strings and cell line genomic features, predict the synergy score measuring deviation from expected non-interaction effect. (1) Drug 2: C1=CC=C(C(=C1)C(C2=CC=C(C=C2)Cl)C(Cl)Cl)Cl. Drug 1: CC1=C(C=C(C=C1)NC(=O)C2=CC=C(C=C2)CN3CCN(CC3)C)NC4=NC=CC(=N4)C5=CN=CC=C5. Synergy scores: CSS=-3.38, Synergy_ZIP=1.86, Synergy_Bliss=-0.518, Synergy_Loewe=-3.95, Synergy_HSA=-4.45. Cell line: A498. (2) Drug 1: CS(=O)(=O)C1=CC(=C(C=C1)C(=O)NC2=CC(=C(C=C2)Cl)C3=CC=CC=N3)Cl. Drug 2: C1=NC2=C(N1)C(=S)N=CN2. Cell line: OVCAR3. Synergy scores: CSS=18.8, Synergy_ZIP=-18.2, Synergy_Bliss=-27.9, Synergy_Loewe=-59.8, Synergy_HSA=-27.4. (3) Drug 1: CCC1=C2CN3C(=CC4=C(C3=O)COC(=O)C4(CC)O)C2=NC5=C1C=C(C=C5)O. Drug 2: C1CN(CCN1C(=O)CCBr)C(=O)CCBr. Cell line: SF-539. Synergy scores: CSS=43.8, Synergy_ZIP=4.43, Synergy_Bliss=7.61, Synergy_Loewe=-4.08, Synergy_HSA=5.42.